From a dataset of Peptide-MHC class I binding affinity with 185,985 pairs from IEDB/IMGT. Regression. Given a peptide amino acid sequence and an MHC pseudo amino acid sequence, predict their binding affinity value. This is MHC class I binding data. (1) The peptide sequence is ALLQQQLSSV. The binding affinity (normalized) is 0.713. The MHC is HLA-A02:06 with pseudo-sequence HLA-A02:06. (2) The peptide sequence is KIGDKFQTV. The MHC is HLA-A02:02 with pseudo-sequence HLA-A02:02. The binding affinity (normalized) is 0.728. (3) The peptide sequence is RKAKIIRDY. The binding affinity (normalized) is 0. The MHC is HLA-B35:03 with pseudo-sequence HLA-B35:03. (4) The peptide sequence is GLLPLLLLLG. The MHC is HLA-A68:02 with pseudo-sequence HLA-A68:02. The binding affinity (normalized) is 0.182. (5) The peptide sequence is RIPVIVADD. The MHC is H-2-Kb with pseudo-sequence H-2-Kb. The binding affinity (normalized) is 0. (6) The peptide sequence is RQLLFVVEV. The MHC is HLA-A02:02 with pseudo-sequence HLA-A02:02. The binding affinity (normalized) is 0.698. (7) The peptide sequence is TLEEAKTALK. The MHC is HLA-A03:01 with pseudo-sequence HLA-A03:01. The binding affinity (normalized) is 0.334. (8) The peptide sequence is RLIQNSITI. The MHC is HLA-A02:01 with pseudo-sequence HLA-A02:01. The binding affinity (normalized) is 0.590. (9) The peptide sequence is PSEVELEEY. The binding affinity (normalized) is 0.0847. The MHC is HLA-B39:01 with pseudo-sequence HLA-B39:01.